This data is from Peptide-MHC class I binding affinity with 185,985 pairs from IEDB/IMGT. The task is: Regression. Given a peptide amino acid sequence and an MHC pseudo amino acid sequence, predict their binding affinity value. This is MHC class I binding data. (1) The peptide sequence is TASGINMCTL. The MHC is HLA-B58:01 with pseudo-sequence HLA-B58:01. The binding affinity (normalized) is 0.572. (2) The peptide sequence is GVLEEQGSFY. The MHC is HLA-A01:01 with pseudo-sequence HLA-A01:01. The binding affinity (normalized) is 0.316. (3) The peptide sequence is FTFDNSKFV. The MHC is HLA-B35:01 with pseudo-sequence HLA-B35:01. The binding affinity (normalized) is 0.0847. (4) The peptide sequence is RPRRASSPF. The MHC is HLA-B48:01 with pseudo-sequence HLA-B48:01. The binding affinity (normalized) is 0.0847.